This data is from Peptide-MHC class I binding affinity with 185,985 pairs from IEDB/IMGT. The task is: Regression. Given a peptide amino acid sequence and an MHC pseudo amino acid sequence, predict their binding affinity value. This is MHC class I binding data. (1) The peptide sequence is VVKATYLLK. The MHC is HLA-A30:01 with pseudo-sequence HLA-A30:01. The binding affinity (normalized) is 1.00. (2) The peptide sequence is VFNGTSWFI. The MHC is HLA-A26:01 with pseudo-sequence HLA-A26:01. The binding affinity (normalized) is 0. (3) The peptide sequence is VALMLQGNK. The MHC is HLA-A02:03 with pseudo-sequence HLA-A02:03. The binding affinity (normalized) is 0. (4) The peptide sequence is QGTYTNGRF. The MHC is H-2-Dd with pseudo-sequence H-2-Dd. The binding affinity (normalized) is 0.156. (5) The peptide sequence is TLADAGFMK. The MHC is HLA-A11:01 with pseudo-sequence HLA-A11:01. The binding affinity (normalized) is 0.546. (6) The peptide sequence is ATKDSFQSF. The MHC is HLA-A69:01 with pseudo-sequence HLA-A69:01. The binding affinity (normalized) is 0.0847.